This data is from Peptide-MHC class I binding affinity with 185,985 pairs from IEDB/IMGT. The task is: Regression. Given a peptide amino acid sequence and an MHC pseudo amino acid sequence, predict their binding affinity value. This is MHC class I binding data. (1) The peptide sequence is VMTDGPANK. The MHC is HLA-A26:01 with pseudo-sequence HLA-A26:01. The binding affinity (normalized) is 0.0847. (2) The peptide sequence is LFQLIFFLT. The MHC is HLA-A24:02 with pseudo-sequence HLA-A24:02. The binding affinity (normalized) is 0.0744. (3) The peptide sequence is KDMSMLEER. The MHC is H-2-Kd with pseudo-sequence H-2-Kd. The binding affinity (normalized) is 0.0259. (4) The peptide sequence is ALTLNTMTK. The MHC is HLA-A69:01 with pseudo-sequence HLA-A69:01. The binding affinity (normalized) is 0.0847. (5) The peptide sequence is SLSSQLSNL. The MHC is HLA-A02:06 with pseudo-sequence HLA-A02:06. The binding affinity (normalized) is 0.571.